Dataset: Full USPTO retrosynthesis dataset with 1.9M reactions from patents (1976-2016). Task: Predict the reactants needed to synthesize the given product. (1) Given the product [N:18]1[CH:19]=[CH:20][CH:21]=[CH:22][C:17]=1[NH:1][C:2]1[C:10]2[C:5](=[CH:6][CH:7]=[CH:8][CH:9]=2)[NH:4][C:3]=1[C:11]([O:13][CH2:14][CH3:15])=[O:12], predict the reactants needed to synthesize it. The reactants are: [NH2:1][C:2]1[C:10]2[C:5](=[CH:6][CH:7]=[CH:8][CH:9]=2)[NH:4][C:3]=1[C:11]([O:13][CH2:14][CH3:15])=[O:12].Br[C:17]1[CH:22]=[CH:21][CH:20]=[CH:19][N:18]=1. (2) Given the product [NH2:10][C:9]1[N:7]([CH:1]2[CH2:6][CH2:5][CH2:4][CH2:3][CH2:2]2)[N:8]=[CH:17][C:11]=1[C:12]([O:14][CH2:15][CH3:16])=[O:13], predict the reactants needed to synthesize it. The reactants are: [CH:1]1([NH:7][NH2:8])[CH2:6][CH2:5][CH2:4][CH2:3][CH2:2]1.[C:9]([C:11](=[CH:17]OCC)[C:12]([O:14][CH2:15][CH3:16])=[O:13])#[N:10].C(O)C.C(N(CC)C(C)C)(C)C.